Predict the reactants needed to synthesize the given product. From a dataset of Full USPTO retrosynthesis dataset with 1.9M reactions from patents (1976-2016). (1) The reactants are: Br[C:2]1[C:3]([NH2:14])=[N:4][CH:5]=[C:6]([CH2:8][CH2:9][S:10]([CH3:13])(=[O:12])=[O:11])[N:7]=1.[CH2:15]([NH:22][C:23](=[O:40])[C:24]1[CH:29]=[CH:28][C:27](B2OC(C)(C)C(C)(C)O2)=[CH:26][C:25]=1[F:39])[C:16]1[CH:21]=[CH:20][CH:19]=[CH:18][CH:17]=1.COCCOC.C(=O)([O-])[O-].[Na+].[Na+]. Given the product [NH2:14][C:3]1[C:2]([C:27]2[CH:28]=[CH:29][C:24]([C:23]([NH:22][CH2:15][C:16]3[CH:17]=[CH:18][CH:19]=[CH:20][CH:21]=3)=[O:40])=[C:25]([F:39])[CH:26]=2)=[N:7][C:6]([CH2:8][CH2:9][S:10]([CH3:13])(=[O:12])=[O:11])=[CH:5][N:4]=1, predict the reactants needed to synthesize it. (2) Given the product [CH2:19]([O:1][C:2]1[CH:7]=[CH:6][N:5]=[C:4]([C:8]([OH:10])=[O:9])[CH:3]=1)[CH2:20][CH2:25][CH3:24], predict the reactants needed to synthesize it. The reactants are: [OH:1][C:2]1[CH:7]=[CH:6][N:5]=[C:4]([C:8]([OH:10])=[O:9])[CH:3]=1.C(=O)([O-])[O-].[K+].[K+].CO[C:19](=O)[CH:20]1[CH2:25][CH:24](I)CCN1.[OH-].[Li+]. (3) Given the product [CH3:1][O:2][C:3]([C:5]1[CH:34]=[C:8]2[N:9]=[C:10]([C:20]3[CH:21]=[CH:22][C:23]([O:26][CH2:27][C:28]4[CH:29]=[CH:30][CH:31]=[CH:32][CH:33]=4)=[CH:24][CH:25]=3)[C:11]([CH:14]3[CH2:19][CH2:18][CH2:17][CH2:16][CH2:15]3)=[C:12]([O:13][CH3:37])[N:7]2[N:6]=1)=[O:4], predict the reactants needed to synthesize it. The reactants are: [CH3:1][O:2][C:3]([C:5]1[CH:34]=[C:8]2[NH:9][C:10]([C:20]3[CH:25]=[CH:24][C:23]([O:26][CH2:27][C:28]4[CH:33]=[CH:32][CH:31]=[CH:30][CH:29]=4)=[CH:22][CH:21]=3)=[C:11]([CH:14]3[CH2:19][CH2:18][CH2:17][CH2:16][CH2:15]3)[C:12](=[O:13])[N:7]2[N:6]=1)=[O:4].CO.[C:37]1(P(C2C=CC=CC=2)C2C=CC=CC=2)C=CC=CC=1.N(C(OC(C)C)=O)=NC(OC(C)C)=O. (4) Given the product [F:30][C:27]1[CH:28]=[CH:29][C:24]([C:22](=[O:23])[CH2:21][O:35][C:34]2[CH:36]=[C:8]3[C:3]([C:4](=[O:19])[C:5]([C:13]4[CH:18]=[CH:17][C:16]([OH:31])=[CH:15][CH:14]=4)=[CH:6][O:7]3)=[CH:2][CH:33]=2)=[CH:25][CH:26]=1, predict the reactants needed to synthesize it. The reactants are: O[C:2]1C=CC=[C:8]2[C:3]=1[C:4](=[O:19])[C:5]([C:13]1[CH:18]=[CH:17][CH:16]=[CH:15][CH:14]=1)=[C:6](O)[O:7]2.Br[CH2:21][C:22]([C:24]1[CH:29]=[CH:28][C:27]([F:30])=[CH:26][CH:25]=1)=[O:23].[OH-:31].[K+].[CH3:33][C:34]([CH3:36])=[O:35].